Dataset: Retrosynthesis with 50K atom-mapped reactions and 10 reaction types from USPTO. Task: Predict the reactants needed to synthesize the given product. Given the product CCOC(=O)c1ccc([N+](=O)[O-])c(C)c1, predict the reactants needed to synthesize it. The reactants are: CCI.Cc1cc(C(=O)O)ccc1[N+](=O)[O-].